The task is: Predict the reactants needed to synthesize the given product.. This data is from Full USPTO retrosynthesis dataset with 1.9M reactions from patents (1976-2016). (1) Given the product [N+:20]([C:17]1[CH:18]=[C:19]2[C:14](=[CH:15][CH:16]=1)[NH:13][N:12]=[C:11]2[NH:10][C:1](=[O:8])[C:2]1[CH:7]=[CH:6][CH:5]=[CH:4][CH:3]=1)([O-:22])=[O:21], predict the reactants needed to synthesize it. The reactants are: [C:1](Cl)(=[O:8])[C:2]1[CH:7]=[CH:6][CH:5]=[CH:4][CH:3]=1.[NH2:10][C:11]1[C:19]2[C:14](=[CH:15][CH:16]=[C:17]([N+:20]([O-:22])=[O:21])[CH:18]=2)[NH:13][N:12]=1.N1C=CC=CC=1. (2) Given the product [Br:21][C:3]1[C:2]([NH:1][C:23]2[N:28]=[C:27]([NH:29][C:30]3[CH:39]=[CH:38][CH:37]=[CH:36][C:31]=3[C:32]([NH:34][CH3:35])=[O:33])[C:26]([Cl:40])=[CH:25][N:24]=2)=[CH:12][CH:11]=[C:10]2[C:4]=1[CH:5]1[CH2:14][CH2:13][CH:9]2[CH2:8][N:7]([C:15](=[O:20])[C:16]([F:19])([F:17])[F:18])[CH2:6]1, predict the reactants needed to synthesize it. The reactants are: [NH2:1][C:2]1[C:3]([Br:21])=[C:4]2[C:10](=[CH:11][CH:12]=1)[CH:9]1[CH2:13][CH2:14][CH:5]2[CH2:6][N:7]([C:15](=[O:20])[C:16]([F:19])([F:18])[F:17])[CH2:8]1.Cl[C:23]1[N:28]=[C:27]([NH:29][C:30]2[CH:39]=[CH:38][CH:37]=[CH:36][C:31]=2[C:32]([NH:34][CH3:35])=[O:33])[C:26]([Cl:40])=[CH:25][N:24]=1.Cl.O1CCOCC1. (3) Given the product [Cl:19][CH2:20][CH2:21][CH2:22][CH2:23][CH:24]([C:25]1[NH:57][N:56]=[C:15]([NH:14][C:4]2[CH:5]=[CH:6][C:7]([N:8]3[C:12]([CH3:13])=[N:11][CH:10]=[N:9]3)=[C:2]([F:1])[CH:3]=2)[N:16]=1)[C:28]1[CH:33]=[CH:32][C:31]([O:34][C:35]([F:36])([F:37])[F:38])=[C:30]([F:39])[CH:29]=1, predict the reactants needed to synthesize it. The reactants are: [F:1][C:2]1[CH:3]=[C:4]([NH:14][C:15]([S-])=[NH:16])[CH:5]=[CH:6][C:7]=1[N:8]1[C:12]([CH3:13])=[N:11][CH:10]=[N:9]1.I.[Cl:19][CH2:20][CH2:21][CH2:22][CH2:23][CH:24]([C:28]1[CH:33]=[CH:32][C:31]([O:34][C:35]([F:38])([F:37])[F:36])=[C:30]([F:39])[CH:29]=1)[C:25](O)=O.CN1CCOCC1.C(N(CC)C(C)C)(C)C.[NH2:56][NH2:57]. (4) The reactants are: [CH2:1]([O:3][C:4]([N:6]1[C:15]2[C:10](=[N:11][C:12]([O:16][CH3:17])=[CH:13][CH:14]=2)[C@@H:9]([NH:18][C:19]2[N:24]=[C:23]([CH2:25][C:26]3[CH:31]=[C:30]([C:32]([F:35])([F:34])[F:33])[CH:29]=[C:28]([C:36]([F:39])([F:38])[F:37])[CH:27]=3)[C:22]([O:40][CH2:41][CH:42]3[CH2:46][O:45]C(C)(C)[O:43]3)=[CH:21][N:20]=2)[CH2:8][C@H:7]1[CH2:49][CH3:50])=[O:5])[CH3:2].Cl.C(=O)([O-])O.[Na+]. Given the product [CH2:1]([O:3][C:4]([N:6]1[C:15]2[C:10](=[N:11][C:12]([O:16][CH3:17])=[CH:13][CH:14]=2)[C@@H:9]([NH:18][C:19]2[N:24]=[C:23]([CH2:25][C:26]3[CH:31]=[C:30]([C:32]([F:33])([F:34])[F:35])[CH:29]=[C:28]([C:36]([F:38])([F:37])[F:39])[CH:27]=3)[C:22]([O:40][CH2:41][CH:42]([OH:43])[CH2:46][OH:45])=[CH:21][N:20]=2)[CH2:8][C@H:7]1[CH2:49][CH3:50])=[O:5])[CH3:2], predict the reactants needed to synthesize it. (5) Given the product [CH2:5]([O:4][C:2](=[N:7][C:15](=[O:22])[C:16]1[CH:21]=[CH:20][CH:19]=[CH:18][CH:17]=1)[CH3:3])[CH3:6], predict the reactants needed to synthesize it. The reactants are: Cl.[C:2](=[NH:7])([O:4][CH2:5][CH3:6])[CH3:3].C(N(CC)CC)C.[C:15](Cl)(=[O:22])[C:16]1[CH:21]=[CH:20][CH:19]=[CH:18][CH:17]=1. (6) Given the product [OH:34][CH2:33][C@H:29]1[CH2:30][CH2:31][CH2:32][N:28]1[C:35]([O:37][C:38]([CH3:41])([CH3:40])[CH3:39])=[O:36], predict the reactants needed to synthesize it. The reactants are: CC1CCN(CC[C@H]2CCCN2S(C2C3C(=CC=CC=3)C=CC=2)(=O)=O)CC1.[NH:28]1[CH2:32][CH2:31][CH2:30][C@@H:29]1[CH2:33][OH:34].[C:35](O[C:35]([O:37][C:38]([CH3:41])([CH3:40])[CH3:39])=[O:36])([O:37][C:38]([CH3:41])([CH3:40])[CH3:39])=[O:36]. (7) Given the product [CH2:1]([O:3][C:4](=[O:5])[NH:6][C:7]1[CH:30]=[CH:29][CH:28]=[C:9]([CH2:10][N:11]2[C:16](=[O:17])[CH:15]=[CH:14][C:13]([C:18]3[CH:23]=[CH:22][C:21]([CH2:46][C:47](=[O:48])[NH:43][CH2:42][CH2:41][CH2:40][CH2:39][NH:38][C:36]([O:35][C:31]([CH3:34])([CH3:33])[CH3:32])=[O:37])=[CH:20][CH:19]=3)=[N:12]2)[CH:8]=1)[CH3:2], predict the reactants needed to synthesize it. The reactants are: [CH2:1]([O:3][C:4]([NH:6][C:7]1[CH:8]=[C:9]([CH:28]=[CH:29][CH:30]=1)[CH2:10][N:11]1[C:16](=[O:17])[CH:15]=[CH:14][C:13]([C:18]2[CH:19]=[C:20](CC(O)=O)[CH:21]=[CH:22][CH:23]=2)=[N:12]1)=[O:5])[CH3:2].[C:31]([O:35][C:36]([NH:38][CH2:39][CH2:40][CH2:41][CH2:42][NH2:43])=[O:37])([CH3:34])([CH3:33])[CH3:32].CN1CC[O:48][CH2:47][CH2:46]1.ON1C2C=CC=CC=2N=N1.Cl.CN(C)CCCN=C=NCC.